Dataset: TCR-epitope binding with 47,182 pairs between 192 epitopes and 23,139 TCRs. Task: Binary Classification. Given a T-cell receptor sequence (or CDR3 region) and an epitope sequence, predict whether binding occurs between them. (1) The epitope is PKYVKQNTLKLAT. The TCR CDR3 sequence is CASSYEGTEAFF. Result: 1 (the TCR binds to the epitope). (2) The epitope is GILGFVFTL. The TCR CDR3 sequence is CASSLGDRAGGYTF. Result: 1 (the TCR binds to the epitope). (3) The epitope is LLMPILTLT. The TCR CDR3 sequence is CASSYGTQGNEQFF. Result: 1 (the TCR binds to the epitope).